Dataset: Full USPTO retrosynthesis dataset with 1.9M reactions from patents (1976-2016). Task: Predict the reactants needed to synthesize the given product. (1) The reactants are: [NH2:1][C:2]1[N:11]=[CH:10][C:9]2[C:8](SC)=[N:7][CH:6]=[N:5][C:4]=2[CH:3]=1.[Cl:14][C:15]1[CH:16]=[C:17]([CH:19]=[CH:20][CH:21]=1)[NH2:18]. Given the product [NH2:1][C:2]1[N:11]=[CH:10][C:9]2[C:8]([NH:18][C:17]3[CH:19]=[CH:20][CH:21]=[C:15]([Cl:14])[CH:16]=3)=[N:7][CH:6]=[N:5][C:4]=2[CH:3]=1, predict the reactants needed to synthesize it. (2) Given the product [C:1]([O:4][CH2:5][CH2:6][CH2:7][CH2:8][CH2:9][CH2:10][CH2:11][CH2:12][O:13][C:14]1[CH:19]=[CH:18][CH:17]=[C:16]([NH2:20])[C:15]=1[C:23]#[N:24])(=[O:3])[CH3:2], predict the reactants needed to synthesize it. The reactants are: [C:1]([O:4][CH2:5][CH2:6][CH2:7][CH2:8][CH2:9][CH2:10][CH2:11][CH2:12][O:13][C:14]1[CH:19]=[CH:18][CH:17]=[C:16]([N+:20]([O-])=O)[C:15]=1[C:23]#[N:24])(=[O:3])[CH3:2]. (3) Given the product [I-:10].[CH2:12]([N+:4]1[CH:5]=[CH:6][CH:7]=[C:2]([C:1]([OH:9])=[O:8])[CH:3]=1)[CH2:11][CH3:13], predict the reactants needed to synthesize it. The reactants are: [C:1]([OH:9])(=[O:8])[C:2]1[CH:7]=[CH:6][CH:5]=[N:4][CH:3]=1.[I:10][CH:11]([CH3:13])[CH3:12]. (4) Given the product [ClH:28].[F:22][C:16]1[CH:17]=[CH:18][CH:19]=[C:20]([F:21])[C:15]=1[N:8]1[C:9]2[CH:14]=[CH:13][CH:12]=[CH:11][C:10]=2[N:6]([CH2:5][CH2:4][CH2:3][CH2:2][NH:27][CH2:25][CH3:26])[S:7]1(=[O:24])=[O:23], predict the reactants needed to synthesize it. The reactants are: Br[CH2:2][CH2:3][CH2:4][CH2:5][N:6]1[C:10]2[CH:11]=[CH:12][CH:13]=[CH:14][C:9]=2[N:8]([C:15]2[C:20]([F:21])=[CH:19][CH:18]=[CH:17][C:16]=2[F:22])[S:7]1(=[O:24])=[O:23].[CH2:25]([NH2:27])[CH3:26].[ClH:28]. (5) Given the product [O-:15][S:13]([C:16]([F:19])([F:18])[F:17])(=[O:14])=[O:12].[CH3:16][N+:1]1[C:11]2[C:6](=[CH:7][CH:8]=[CH:9][CH:10]=2)[CH:5]=[CH:4][C:2]=1[CH3:3], predict the reactants needed to synthesize it. The reactants are: [N:1]1[C:11]2[C:6](=[CH:7][CH:8]=[CH:9][CH:10]=2)[CH:5]=[CH:4][C:2]=1[CH3:3].[O:12](C)[S:13]([C:16]([F:19])([F:18])[F:17])(=[O:15])=[O:14].